From a dataset of Catalyst prediction with 721,799 reactions and 888 catalyst types from USPTO. Predict which catalyst facilitates the given reaction. (1) Reactant: [CH2:1]([O:3][C:4]([N:6]1[CH:15]=[CH:14][C:13]2[C:8](=[CH:9][C:10]([O:21][CH3:22])=[C:11]([O:16][CH2:17][CH2:18][CH2:19][OH:20])[CH:12]=2)[CH:7]1[CH2:23][C:24]1[CH:29]=[CH:28][CH:27]=[C:26]([O:30][CH2:31][CH3:32])[CH:25]=1)=[O:5])[CH3:2].[C:33](OC(=O)C)(=[O:35])[CH3:34]. Product: [CH2:1]([O:3][C:4]([N:6]1[CH:15]=[CH:14][C:13]2[C:8](=[CH:9][C:10]([O:21][CH3:22])=[C:11]([O:16][CH2:17][CH2:18][CH2:19][O:20][C:33](=[O:35])[CH3:34])[CH:12]=2)[CH:7]1[CH2:23][C:24]1[CH:29]=[CH:28][CH:27]=[C:26]([O:30][CH2:31][CH3:32])[CH:25]=1)=[O:5])[CH3:2]. The catalyst class is: 17. (2) Reactant: [Br:1][C:2]1[CH:3]=[C:4]2[C:9](=[CH:10][CH:11]=1)[C:8]([CH2:12][N:13]1[C:19](=[O:20])[C@@H:18]([NH:21][C:22](=[O:34])[C@@H:23]([N:25](C)[C:26](=O)OC(C)(C)C)[CH3:24])[C@H:17]([CH3:35])[N:16]([C:36](=[O:41])[CH2:37][CH2:38][O:39][CH3:40])[C:15]3[CH:42]=[CH:43][CH:44]=[CH:45][C:14]1=3)=[C:7]([O:46][CH3:47])[CH:6]=[CH:5]2.[ClH:48]. Product: [ClH:48].[Br:1][C:2]1[CH:3]=[C:4]2[C:9](=[CH:10][CH:11]=1)[C:8]([CH2:12][N:13]1[C:19](=[O:20])[C@@H:18]([NH:21][C:22](=[O:34])[C@@H:23]([NH:25][CH3:26])[CH3:24])[C@H:17]([CH3:35])[N:16]([C:36](=[O:41])[CH2:37][CH2:38][O:39][CH3:40])[C:15]3[CH:42]=[CH:43][CH:44]=[CH:45][C:14]1=3)=[C:7]([O:46][CH3:47])[CH:6]=[CH:5]2. The catalyst class is: 275. (3) Reactant: F[C:2]1[C:11]2[C:6](=[CH:7][CH:8]=[CH:9][CH:10]=2)[C:5]([S:12]([C:15]2[CH:20]=[CH:19][C:18]([CH3:21])=[CH:17][CH:16]=2)(=[O:14])=[O:13])=[CH:4][CH:3]=1.C(=O)([O-])[O-].[K+].[K+].[NH:28]1[CH2:33][CH2:32][NH:31][CH2:30][CH2:29]1. Product: [N:28]1([C:2]2[C:11]3[C:6](=[CH:7][CH:8]=[CH:9][CH:10]=3)[C:5]([S:12]([C:15]3[CH:20]=[CH:19][C:18]([CH3:21])=[CH:17][CH:16]=3)(=[O:14])=[O:13])=[CH:4][CH:3]=2)[CH2:33][CH2:32][NH:31][CH2:30][CH2:29]1. The catalyst class is: 10. (4) Reactant: [C:1]([N:5]1[C:9]([C:10]2[CH:15]=[C:14]([F:16])[C:13]([F:17])=[CH:12][C:11]=2[F:18])=[C:8]([C@@H:19]([CH:27]2[CH2:29][CH2:28]2)[NH:20]S(C(C)(C)C)=O)[CH:7]=[N:6]1)([CH3:4])([CH3:3])[CH3:2].Cl. Product: [C:1]([N:5]1[C:9]([C:10]2[CH:15]=[C:14]([F:16])[C:13]([F:17])=[CH:12][C:11]=2[F:18])=[C:8]([C@@H:19]([CH:27]2[CH2:29][CH2:28]2)[NH2:20])[CH:7]=[N:6]1)([CH3:4])([CH3:2])[CH3:3]. The catalyst class is: 5. (5) Reactant: [CH:1]1([NH:4][C:5]([C:7]2[CH:8]=[C:9]([F:31])[C:10]([CH3:30])=[C:11]([C:13]3[C:14]([C:27](O)=[O:28])=[CH:15][C:16]([C:19]([NH:21][CH2:22][C:23]([CH3:26])([CH3:25])[CH3:24])=[O:20])=[CH:17][CH:18]=3)[CH:12]=2)=[O:6])[CH2:3][CH2:2]1.CN(C(ON1N=NC2C=CC=CC1=2)=[N+](C)C)C.F[P-](F)(F)(F)(F)F.CCN(CC)CC.[CH3:63][CH:64]([O:66][CH2:67][CH2:68][CH2:69][NH2:70])[CH3:65]. Product: [CH:1]1([NH:4][C:5]([C:7]2[CH:12]=[C:11]([C:13]3[C:14]([C:27]([NH:70][CH2:69][CH2:68][CH2:67][O:66][CH:64]([CH3:65])[CH3:63])=[O:28])=[CH:15][C:16]([C:19]([NH:21][CH2:22][C:23]([CH3:26])([CH3:24])[CH3:25])=[O:20])=[CH:17][CH:18]=3)[C:10]([CH3:30])=[C:9]([F:31])[CH:8]=2)=[O:6])[CH2:3][CH2:2]1. The catalyst class is: 3. (6) Reactant: [C:1]([O:9]CC)(=O)[CH2:2][C:3]([O:5]CC)=O.[C:12]1([NH:18][NH:19][C:20]2[CH:25]=[CH:24][CH:23]=[CH:22][CH:21]=2)[CH:17]=[CH:16][CH:15]=[CH:14][CH:13]=1.CO.C[O-].[Na+]. Product: [C:20]1([N:19]2[C:1](=[O:9])[CH2:2][C:3](=[O:5])[N:18]2[C:12]2[CH:17]=[CH:16][CH:15]=[CH:14][CH:13]=2)[CH:21]=[CH:22][CH:23]=[CH:24][CH:25]=1. The catalyst class is: 51. (7) Reactant: [CH3:1][S:2][C:3]1[N:8]=[C:7]([C:9]2[C:10]([C:20]3[CH:21]=[C:22]4[CH:28]=[CH:27][NH:26][C:23]4=[N:24][CH:25]=3)=[N:11][N:12]([CH:14]3[CH2:19][CH2:18][CH2:17][CH2:16][O:15]3)[CH:13]=2)[CH:6]=[CH:5][N:4]=1.[H-].[Na+].[C:31]1([S:37](Cl)(=[O:39])=[O:38])[CH:36]=[CH:35][CH:34]=[CH:33][CH:32]=1. Product: [C:31]1([S:37]([N:26]2[C:23]3=[N:24][CH:25]=[C:20]([C:10]4[C:9]([C:7]5[CH:6]=[CH:5][N:4]=[C:3]([S:2][CH3:1])[N:8]=5)=[CH:13][N:12]([CH:14]5[CH2:19][CH2:18][CH2:17][CH2:16][O:15]5)[N:11]=4)[CH:21]=[C:22]3[CH:28]=[CH:27]2)(=[O:39])=[O:38])[CH:36]=[CH:35][CH:34]=[CH:33][CH:32]=1. The catalyst class is: 3. (8) Reactant: [H-].[Na+].[CH3:3][O:4][C:5]1[CH:6]=[C:7]([OH:18])[CH:8]=[CH:9][C:10]=1[CH2:11][N:12]1[CH2:17][CH2:16][O:15][CH2:14][CH2:13]1.CS(O[CH:24]1[CH2:27][N:26]([C:28]([O:30][C:31]([CH3:34])([CH3:33])[CH3:32])=[O:29])[CH2:25]1)(=O)=O.[OH-].[Na+]. Product: [CH3:3][O:4][C:5]1[CH:6]=[C:7]([CH:8]=[CH:9][C:10]=1[CH2:11][N:12]1[CH2:17][CH2:16][O:15][CH2:14][CH2:13]1)[O:18][CH:24]1[CH2:25][N:26]([C:28]([O:30][C:31]([CH3:34])([CH3:33])[CH3:32])=[O:29])[CH2:27]1. The catalyst class is: 18. (9) The catalyst class is: 6. Reactant: [C:1]([NH:6][C@H:7]([C:13]([OH:15])=[O:14])CCC(O)=O)(=[O:5])[C:2]([CH3:4])=[CH2:3].NCC(O)=O.[OH-].[Na+].C(Cl)(=O)C(C)=C. Product: [C:1]([NH:6][CH2:7][C:13]([OH:15])=[O:14])(=[O:5])[C:2]([CH3:4])=[CH2:3]. (10) Reactant: [CH:1]1([C:4]2[CH:5]=[N:6][C:7]([NH:17][C:18]3[CH:26]=[CH:25][CH:24]=[C:23]4[C:19]=3[CH:20]=[CH:21][N:22]4[CH2:27][CH:28]([CH3:30])[CH3:29])=[C:8]([CH:16]=2)[C:9]([O:11]C(C)(C)C)=[O:10])[CH2:3][CH2:2]1. Product: [CH:1]1([C:4]2[CH:5]=[N:6][C:7]([NH:17][C:18]3[CH:26]=[CH:25][CH:24]=[C:23]4[C:19]=3[CH:20]=[CH:21][N:22]4[CH2:27][CH:28]([CH3:30])[CH3:29])=[C:8]([CH:16]=2)[C:9]([OH:11])=[O:10])[CH2:2][CH2:3]1. The catalyst class is: 281.